From a dataset of Reaction yield outcomes from USPTO patents with 853,638 reactions. Predict the reaction yield, written as a fraction of the theoretical maximum amount of product (1.0 means a 100% yield; for example, 0.34 means a 34% yield). (1) The reactants are [OH-].[Na+].[Br:3][C:4]1[CH:13]=[C:12]2[C:7]([C:8]([CH3:25])([CH3:24])[C:9](=[O:23])[C:10]([C:15](=[O:22])[CH2:16][CH2:17][C:18]([O:20]C)=[O:19])=[C:11]2[OH:14])=[CH:6][CH:5]=1. The catalyst is C1COCC1.C(Cl)Cl. The product is [Br:3][C:4]1[CH:13]=[C:12]2[C:7]([C:8]([CH3:25])([CH3:24])[C:9](=[O:23])[C:10]([C:15](=[O:22])[CH2:16][CH2:17][C:18]([OH:20])=[O:19])=[C:11]2[OH:14])=[CH:6][CH:5]=1. The yield is 0.310. (2) The reactants are [Cl:1][C:2]1[CH:3]=[CH:4][C:5]([NH:17][CH2:18][CH:19]2[CH2:24][CH2:23][NH:22][CH2:21][CH2:20]2)=[C:6]([CH:16]=1)[C:7]([NH:9][C:10]1[CH:15]=[CH:14][CH:13]=[CH:12][N:11]=1)=[O:8].CO.[C:27](O)(=O)[CH3:28].[C:31]([BH3-])#N.[Na+]. The catalyst is CC(C)=O. The product is [Cl:1][C:2]1[CH:3]=[CH:4][C:5]([NH:17][CH2:18][CH:19]2[CH2:20][CH2:21][N:22]([CH:27]([CH3:28])[CH3:31])[CH2:23][CH2:24]2)=[C:6]([CH:16]=1)[C:7]([NH:9][C:10]1[CH:15]=[CH:14][CH:13]=[CH:12][N:11]=1)=[O:8]. The yield is 0.340. (3) The reactants are [CH3:1][CH:2]1[CH2:6][CH2:5][CH2:4][N:3]1[C:7]1[N:12]=[C:11]([NH:13][C:14]2[C:15]3[N:16]([CH:27]=[CH:28][N:29]=3)[N:17]=[C:18]([C:20]3[CH:21]=[C:22]([OH:26])[CH:23]=[CH:24][CH:25]=3)[CH:19]=2)[CH:10]=[CH:9][CH:8]=1.C([O-])([O-])=O.[K+].[K+].CS(O[CH2:41][CH2:42][N:43]([CH2:46][CH3:47])[CH2:44][CH3:45])(=O)=O.O. The product is [CH2:42]([N:43]([CH2:46][CH3:47])[CH2:44][CH2:45][O:26][C:22]1[CH:21]=[C:20]([C:18]2[CH:19]=[C:14]([NH:13][C:11]3[CH:10]=[CH:9][CH:8]=[C:7]([N:3]4[CH2:4][CH2:5][CH2:6][CH:2]4[CH3:1])[N:12]=3)[C:15]3[N:16]([CH:27]=[CH:28][N:29]=3)[N:17]=2)[CH:25]=[CH:24][CH:23]=1)[CH3:41]. The catalyst is CN(C=O)C. The yield is 0.370. (4) The reactants are [Br:1][C:2]1[CH:3]=[N:4][C:5]([O:11][CH3:12])=[C:6]([CH:10]=1)[C:7]([NH2:9])=[O:8].F[B-](F)(F)F.[CH3:18][O+](C)C. The catalyst is ClCCl. The product is [Br:1][C:2]1[CH:3]=[N:4][C:5]([O:11][CH3:12])=[C:6]([CH:10]=1)[C:7](=[NH:9])[O:8][CH3:18]. The yield is 0.910.